This data is from Catalyst prediction with 721,799 reactions and 888 catalyst types from USPTO. The task is: Predict which catalyst facilitates the given reaction. (1) Reactant: [F:1][C:2]1[C:11]([CH:12]([C:27](OC)=[O:28])[CH2:13][N:14]2[CH2:19][CH2:18][N:17]([C:20]([O:22][C:23]([CH3:26])([CH3:25])[CH3:24])=[O:21])[CH2:16][CH2:15]2)=[C:10]2[C:5]([CH:6]=[CH:7][C:8]([O:31][CH3:32])=[N:9]2)=[CH:4][CH:3]=1.[H-].[H-].[H-].[H-].[Li+].[Al+3]. Product: [F:1][C:2]1[C:11]([CH:12]([CH2:27][OH:28])[CH2:13][N:14]2[CH2:15][CH2:16][N:17]([C:20]([O:22][C:23]([CH3:24])([CH3:25])[CH3:26])=[O:21])[CH2:18][CH2:19]2)=[C:10]2[C:5]([CH:6]=[CH:7][C:8]([O:31][CH3:32])=[N:9]2)=[CH:4][CH:3]=1. The catalyst class is: 1. (2) Reactant: [C:1]1([C:7]2([C:10]3[N:15]=[C:14]4[S:16][C:17](C(O)=O)=[N:18][C:13]4=[CH:12][CH:11]=3)[CH2:9][CH2:8]2)[CH:6]=[CH:5][CH:4]=[CH:3][CH:2]=1. Product: [C:1]1([C:7]2([C:10]3[N:15]=[C:14]4[S:16][CH:17]=[N:18][C:13]4=[CH:12][CH:11]=3)[CH2:8][CH2:9]2)[CH:6]=[CH:5][CH:4]=[CH:3][CH:2]=1. The catalyst class is: 1.